This data is from Experimentally validated miRNA-target interactions with 360,000+ pairs, plus equal number of negative samples. The task is: Binary Classification. Given a miRNA mature sequence and a target amino acid sequence, predict their likelihood of interaction. The miRNA is hsa-miR-3613-5p with sequence UGUUGUACUUUUUUUUUUGUUC. The protein sequence of the target gene is MDMKRRIHLELRNRTPAAVRELVLDNCKSNDGKIEGLTAEFVNLEFLSLINVGLISVSNLPKLPKLKKLELSENRIFGGLDMLAEKLPNLTHLNLSGNKLKDISTLEPLKKLECLKSLDLFNCEVTNLNDYRESVFKLLPQLTYLDGYDREDQEAPDSDAEVDGVDEEEEDEEGEDEEDEDDEDGEEEEFDEEDDEDEDVEGDEDDDEVSEEEEEFGLDEEDEDEDEDEEEEEGGKGEKRKRETDDEGEDD. Result: 1 (interaction).